Dataset: Experimentally validated miRNA-target interactions with 360,000+ pairs, plus equal number of negative samples. Task: Binary Classification. Given a miRNA mature sequence and a target amino acid sequence, predict their likelihood of interaction. (1) The miRNA is mmu-miR-3473c with sequence UCUCUCCAGCCCCCAUAAUAAG. The protein sequence of the target gene is MLARRQRDPLQALRRRNQELKQQVDSLLSESQLKEALEPNKRQHIYQRCIQLKQAIDENKNALQKLSKADESAPVANYNQRKEEEHTLLDKLTQQLQGLAVTISRENITEVGAPTEEEEESESEDSEDSGGEEEDAEEEEEEKEENESHKWSTGEEYIAVGDFTAQQVGDLTFKKGEILLVIEKKPDGWWIAKDAKGNEGLVPRTYLEPYSEEEEGQESSEEGSEEDVEAVDETADGAEVKQRTDPHWSAVQKAISEAGIFCLVNHVSFCYLIVLMRNRMETVEDTNGSETGFRAWNVQS.... Result: 0 (no interaction). (2) Result: 1 (interaction). The miRNA is hsa-miR-4756-5p with sequence CAGGGAGGCGCUCACUCUCUGCU. The protein sequence of the target gene is MSLKLQASNVTNKNDPKSINSRVFIGNLNTALVKKSDVETIFSKYGRVAGCSVHKGYAFVQYSNERHARAAVLGENGRVLAGQTLDINMAGEPKPDRPKGLKRAASAIYSGYIFDYDYYRDDFYDRLFDYRGRLSPVPVPRAVPVKRPRVTVPLVRRVKTNVPVKLFARSTAVTTSSAKIKLKSSELQAIKTELTQIKSNIDALLSRLEQIAAEQKANPDGKKKGDGGGAGGGGGGGGSGGGGSGGGGGGGSSRPPAPQENTTSEAGLPQGEARTRDDGDEEGLLTHSEEELEHSQDTDA.... (3) The miRNA is mmu-miR-127-3p with sequence UCGGAUCCGUCUGAGCUUGGCU. The protein sequence of the target gene is MHRASLICRLASPSRINAIRNASSGKSHISASTLVQHRNQSVAAAVKHEPFLNGSSSIYIEQMYEAWLQDPSSVHTSWDAYFRNVEAGAGPGQAFQAPPATAYAGALGVSPAAAQVTTSSAPATRLDTNASVQSISDHLKIQLLIRSYQTRGHNIADLDPLGINSADLDDTIPPELELSFYGLGERDLDREFLLPPTTFISEKKSLTLREILQRLKDIYCTSTGVEYMHLNNLEQQDWIRRRFEAPRVTELSHDQKKVLFKRLIRSTKFEEFLAKKWPSEKRFGLEGCEVLIPAMKQVID.... Result: 0 (no interaction).